From a dataset of Reaction yield outcomes from USPTO patents with 853,638 reactions. Predict the reaction yield, written as a fraction of the theoretical maximum amount of product (1.0 means a 100% yield; for example, 0.34 means a 34% yield). (1) The reactants are [CH3:1][O:2][C:3](=[O:13])[C:4]1[CH:12]=[CH:11][CH:10]=[C:6]([C:7]([O-])=[O:8])[CH:5]=1.B.C1COCC1.CO. The catalyst is O1CCCC1. The product is [OH:8][CH2:7][C:6]1[CH:5]=[C:4]([CH:12]=[CH:11][CH:10]=1)[C:3]([O:2][CH3:1])=[O:13]. The yield is 0.840. (2) The reactants are N[C:2]1[CH:7]=[C:6]([CH3:8])[C:5]([Br:9])=[CH:4][N:3]=1.[BrH:10].BrBr.N([O-])=O.[Na+].[OH-].[Na+]. The catalyst is O.CCOCC.CCCCCC. The product is [Br:10][C:2]1[CH:7]=[C:6]([CH3:8])[C:5]([Br:9])=[CH:4][N:3]=1. The yield is 0.680. (3) The reactants are [CH3:1][O:2][C:3]1[CH:4]=[C:5]2[C:10](=[CH:11][C:12]=1[O:13][CH3:14])[N:9]=[CH:8][CH:7]=[C:6]2[O:15][C:16]1[C:22]([CH3:23])=[CH:21][C:19]([NH2:20])=[C:18]([CH3:24])[CH:17]=1.ClC(Cl)(O[C:29](=[O:35])[O:30][C:31](Cl)(Cl)Cl)Cl.[O:37]1[CH2:42][CH2:41][N:40]([CH2:43][CH2:44]CO)[CH2:39][CH2:38]1.C(=O)(O)[O-].[Na+]. The catalyst is C(Cl)Cl.C(N(CC)CC)C.C1(C)C=CC=CC=1. The product is [CH3:1][O:2][C:3]1[CH:4]=[C:5]2[C:10](=[CH:11][C:12]=1[O:13][CH3:14])[N:9]=[CH:8][CH:7]=[C:6]2[O:15][C:16]1[C:22]([CH3:23])=[CH:21][C:19]([NH:20][C:29](=[O:35])[O:30][CH2:31][CH2:44][CH2:43][N:40]2[CH2:41][CH2:42][O:37][CH2:38][CH2:39]2)=[C:18]([CH3:24])[CH:17]=1. The yield is 0.660.